Task: Predict the product of the given reaction.. Dataset: Forward reaction prediction with 1.9M reactions from USPTO patents (1976-2016) Given the reactants [CH3:1][O:2][C:3]1[CH:10]=[CH:9][C:8]([O:11][C:12]([F:15])([F:14])[F:13])=[CH:7][C:4]=1[CH:5]=[O:6].[BH4-].[Na+], predict the reaction product. The product is: [CH3:1][O:2][C:3]1[CH:10]=[CH:9][C:8]([O:11][C:12]([F:13])([F:15])[F:14])=[CH:7][C:4]=1[CH2:5][OH:6].